Dataset: Forward reaction prediction with 1.9M reactions from USPTO patents (1976-2016). Task: Predict the product of the given reaction. (1) Given the reactants Cl[CH2:2][C:3]([CH:5]([NH:10][C:11](=[O:17])[O:12][C:13]([CH3:16])([CH3:15])[CH3:14])[CH2:6][CH:7]([CH3:9])[CH3:8])=O.[NH2:18][C:19]1[CH:24]=[C:23]([Cl:25])[CH:22]=[CH:21][N:20]=1, predict the reaction product. The product is: [C:11]([NH:10][C@H:5]([C:3]1[N:18]=[C:19]2[CH:24]=[C:23]([Cl:25])[CH:22]=[CH:21][N:20]2[CH:2]=1)[CH2:6][CH:7]([CH3:9])[CH3:8])([O:12][C:13]([CH3:16])([CH3:15])[CH3:14])=[O:17]. (2) The product is: [Cl:1][C:2]1[CH:3]=[C:4]2[N:10]([CH3:11])[C:9](=[O:12])[N:8]([C@@H:13]3[CH2:17][CH2:16][NH:15][CH2:14]3)[C:5]2=[N:6][CH:7]=1.[ClH:25]. Given the reactants [Cl:1][C:2]1[CH:3]=[C:4]2[N:10]([CH3:11])[C:9](=[O:12])[N:8]([C@@H:13]3[CH2:17][CH2:16][N:15](C(OC(C)(C)C)=O)[CH2:14]3)[C:5]2=[N:6][CH:7]=1.[ClH:25].O1CCOCC1, predict the reaction product. (3) Given the reactants [CH3:1][O:2][C:3](=[O:33])[C:4]1[CH:9]=[CH:8][C:7]([CH2:10][N:11]2[CH:15]=[C:14]([C:16]3[CH:21]=[CH:20][C:19]([Cl:22])=[CH:18][C:17]=3[Cl:23])[N:13]=[C:12]2/[CH:24]=[CH:25]/[C:26]2[CH:31]=[CH:30][C:29](Br)=[CH:28][CH:27]=2)=[CH:6][CH:5]=1.B(O)(O)[C:35]1[CH:40]=[CH:39][C:38]([NH:41][C:42]([O:44][C:45]([CH3:48])([CH3:47])[CH3:46])=[O:43])=[C:37]([O:49][CH3:50])[CH:36]=1, predict the reaction product. The product is: [CH3:1][O:2][C:3](=[O:33])[C:4]1[CH:9]=[CH:8][C:7]([CH2:10][N:11]2[CH:15]=[C:14]([C:16]3[CH:21]=[CH:20][C:19]([Cl:22])=[CH:18][C:17]=3[Cl:23])[N:13]=[C:12]2/[CH:24]=[CH:25]/[C:26]2[CH:31]=[CH:30][C:29]([C:35]3[CH:40]=[CH:39][C:38]([NH:41][C:42]([O:44][C:45]([CH3:46])([CH3:47])[CH3:48])=[O:43])=[C:37]([O:49][CH3:50])[CH:36]=3)=[CH:28][CH:27]=2)=[CH:6][CH:5]=1. (4) Given the reactants N(C(OCC)=O)=NC(OCC)=O.[CH:13]1([N:18]([OH:30])[C:19](=[O:29])[C:20]2[CH:25]=[CH:24][C:23]([O:26][CH3:27])=[CH:22][C:21]=2O)[CH2:17][CH2:16][CH2:15][CH2:14]1.C1(P(C2C=CC=CC=2)C2C=CC=CC=2)C=CC=CC=1, predict the reaction product. The product is: [CH:13]1([N:18]2[C:19](=[O:29])[C:20]3[CH:25]=[CH:24][C:23]([O:26][CH3:27])=[CH:22][C:21]=3[O:30]2)[CH2:14][CH2:15][CH2:16][CH2:17]1. (5) Given the reactants [Cl:1][C:2]1[C:3]([F:41])=[C:4]([CH:38]=[CH:39][CH:40]=1)[CH2:5][NH:6][C:7]([C@@H:9]1[CH2:14][C@@H:13]2[C@@H:11]([CH2:12]2)[N:10]1[C:15](=[O:37])[CH2:16][N:17]1[C:25]2[C:20](=[CH:21][C:22]([O:26]CC3C=CC=CC=3)=[CH:23][CH:24]=2)[C:19]([C:34](=[O:36])[CH3:35])=[CH:18]1)=[O:8].C(O)(C(F)(F)F)=O.C1(SC)C=CC=CC=1, predict the reaction product. The product is: [Cl:1][C:2]1[C:3]([F:41])=[C:4]([CH:38]=[CH:39][CH:40]=1)[CH2:5][NH:6][C:7]([C@@H:9]1[CH2:14][C@@H:13]2[C@@H:11]([CH2:12]2)[N:10]1[C:15](=[O:37])[CH2:16][N:17]1[C:25]2[C:20](=[CH:21][C:22]([OH:26])=[CH:23][CH:24]=2)[C:19]([C:34](=[O:36])[CH3:35])=[CH:18]1)=[O:8]. (6) Given the reactants Cl.[NH2:2][CH2:3][CH2:4][C:5]([N:7]1[C:15]2[C:10](=[CH:11][C:12]([O:16][CH2:17][C:18]3[S:19][C:20]([C:29]([F:32])([F:31])[F:30])=[C:21]([C:23]4[CH:28]=[CH:27][CH:26]=[CH:25][CH:24]=4)[CH:22]=3)=[CH:13][CH:14]=2)[CH2:9][CH2:8]1)=[O:6].Br[CH2:34][C:35]([O:37][C:38]([CH3:41])([CH3:40])[CH3:39])=[O:36], predict the reaction product. The product is: [C:38]([O:37][C:35](=[O:36])[CH2:34][NH:2][CH2:3][CH2:4][C:5](=[O:6])[N:7]1[C:15]2[C:10](=[CH:11][C:12]([O:16][CH2:17][C:18]3[S:19][C:20]([C:29]([F:32])([F:31])[F:30])=[C:21]([C:23]4[CH:28]=[CH:27][CH:26]=[CH:25][CH:24]=4)[CH:22]=3)=[CH:13][CH:14]=2)[CH2:9][CH2:8]1)([CH3:41])([CH3:40])[CH3:39]. (7) Given the reactants FC(F)(F)C([NH:5][C:6]1[CH:7]=[C:8]([CH:13]=[CH:14][C:15]=1OS(C(F)(F)F)(=O)=O)[C:9]([O:11][CH3:12])=[O:10])=O.[C:26]([C:28]1[CH:33]=[CH:32][CH:31]=[CH:30][N:29]=1)#[CH:27].CN(C)C(=N)N(C)C, predict the reaction product. The product is: [N:29]1[CH:30]=[CH:31][CH:32]=[CH:33][C:28]=1[C:26]1[NH:5][C:6]2[C:15]([CH:27]=1)=[CH:14][CH:13]=[C:8]([C:9]([O:11][CH3:12])=[O:10])[CH:7]=2. (8) Given the reactants [CH:1]1([C:4]2[C:5]([O:21][CH2:22][C:23]([F:26])([F:25])[F:24])=[CH:6][C:7]([C:10]([NH:12][CH:13]([C:17]([CH3:20])([CH3:19])[CH3:18])[C:14](O)=[O:15])=[O:11])=[N:8][CH:9]=2)[CH2:3][CH2:2]1.[NH:27]1[C:30]2([CH2:33][O:32][CH2:31]2)[CH2:29][CH2:28]1.C([O-])(=O)C([O-])=O, predict the reaction product. The product is: [CH:1]1([C:4]2[C:5]([O:21][CH2:22][C:23]([F:24])([F:26])[F:25])=[CH:6][C:7]([C:10]([NH:12][CH:13]([C:17]([CH3:18])([CH3:19])[CH3:20])[C:14]([N:27]3[C:30]4([CH2:33][O:32][CH2:31]4)[CH2:29][CH2:28]3)=[O:15])=[O:11])=[N:8][CH:9]=2)[CH2:3][CH2:2]1. (9) Given the reactants [Cl:1][C:2]1[N:7]=[C:6]([C:8]2[CH:9]=[C:10]([CH:13]=[CH:14][CH:15]=2)[CH:11]=O)[CH:5]=[CH:4][N:3]=1.[C:16]([O:20][C:21]([N:23]1[CH2:28][CH2:27][NH:26][CH:25]([C:29]#[N:30])[CH2:24]1)=[O:22])([CH3:19])([CH3:18])[CH3:17], predict the reaction product. The product is: [C:16]([O:20][C:21]([N:23]1[CH2:28][CH2:27][N:26]([CH2:11][C:10]2[CH:13]=[CH:14][CH:15]=[C:8]([C:6]3[CH:5]=[CH:4][N:3]=[C:2]([Cl:1])[N:7]=3)[CH:9]=2)[CH:25]([C:29]#[N:30])[CH2:24]1)=[O:22])([CH3:19])([CH3:17])[CH3:18].